Predict the product of the given reaction. From a dataset of Forward reaction prediction with 1.9M reactions from USPTO patents (1976-2016). The product is: [N:32]1[CH:33]=[CH:34][C:29]([S:28][CH2:9][CH2:10][C:11]2[CH:16]=[CH:15][C:14]([O:17][C:18](=[O:27])[N:19]([CH3:26])[C:20]3[CH:25]=[CH:24][CH:23]=[CH:22][CH:21]=3)=[CH:13][CH:12]=2)=[CH:30][CH:31]=1. Given the reactants C(O)(C(F)(F)F)=O.O[CH2:9][CH2:10][C:11]1[CH:16]=[CH:15][C:14]([O:17][C:18](=[O:27])[N:19]([CH3:26])[C:20]2[CH:25]=[CH:24][CH:23]=[CH:22][CH:21]=2)=[CH:13][CH:12]=1.[SH:28][C:29]1[CH:34]=[CH:33][N:32]=[CH:31][CH:30]=1, predict the reaction product.